From a dataset of Forward reaction prediction with 1.9M reactions from USPTO patents (1976-2016). Predict the product of the given reaction. Given the reactants CC[N:3]([C:6]1C=C[CH:9]=[CH:10][CH:11]=1)[CH2:4][CH3:5].P(Cl)(Cl)(Cl)=O.CC(C)([O-])C.[K+].[F:23][C:24]1[CH:31]=[CH:30][C:27]([CH:28]=O)=[CH:26][CH:25]=1, predict the reaction product. The product is: [N:3]1[CH:6]=[CH:11][C:10]([C:9]#[C:28][C:27]2[CH:30]=[CH:31][C:24]([F:23])=[CH:25][CH:26]=2)=[CH:5][CH:4]=1.